From a dataset of Forward reaction prediction with 1.9M reactions from USPTO patents (1976-2016). Predict the product of the given reaction. (1) Given the reactants COCCO[Si](OCCOC)(OCCOC)C=C.C(NC(C)C)(C)C.[Li+].CC([N-]C(C)C)C.[F:34][C:35]1[CH:49]=[CH:48][C:38]([CH2:39][C:40]2[CH:44]=[CH:43][O:42][C:41]=2[C:45]([OH:47])=[O:46])=[CH:37][CH:36]=1.[C:50]([O:54][C:55](=O)[O:56]C(C)(C)C)([CH3:53])([CH3:52])[CH3:51], predict the reaction product. The product is: [C:50]([O:54][C:55]([C:43]1[O:42][C:41]([C:45]([OH:47])=[O:46])=[C:40]([CH2:39][C:38]2[CH:48]=[CH:49][C:35]([F:34])=[CH:36][CH:37]=2)[CH:44]=1)=[O:56])([CH3:53])([CH3:52])[CH3:51]. (2) The product is: [CH3:26][O:27][C:28]([C:30]1[CH:40]=[C:39]([O:41][C:16]2[CH:21]=[CH:20][C:19]([S:22]([CH3:25])(=[O:24])=[O:23])=[CH:18][CH:17]=2)[C:33]2[CH2:34][C:35]([CH3:38])([CH3:37])[O:36][C:32]=2[C:31]=1[F:42])=[O:29]. Given the reactants COC(C1C=C(O[C:16]2[CH:21]=[CH:20][C:19]([S:22]([CH3:25])(=[O:24])=[O:23])=[CH:18][CH:17]=2)C=C2OC(C)CC=12)=O.[CH3:26][O:27][C:28]([C:30]1[CH:40]=[C:39]([OH:41])[C:33]2[CH2:34][C:35]([CH3:38])([CH3:37])[O:36][C:32]=2[C:31]=1[F:42])=[O:29], predict the reaction product. (3) Given the reactants N.CO.[N+:4]([CH:7]([CH2:15][N:16]1[CH2:21][CH2:20][O:19][CH2:18][CH2:17]1)[CH2:8][N:9]1[CH2:14][CH2:13][O:12][CH2:11][CH2:10]1)([O-])=O, predict the reaction product. The product is: [O:19]1[CH2:20][CH2:21][N:16]([CH2:15][CH:7]([NH2:4])[CH2:8][N:9]2[CH2:10][CH2:11][O:12][CH2:13][CH2:14]2)[CH2:17][CH2:18]1. (4) Given the reactants Cl[C:2]1[N:3]=[C:4]([N:13]2[CH2:18][CH2:17][N:16]([C:19](=[O:27])[CH2:20][C:21]3[CH:26]=[CH:25][CH:24]=[CH:23][CH:22]=3)[CH2:15][CH2:14]2)[C:5]2[CH:10]=[C:9]([CH2:11][CH3:12])[S:8][C:6]=2[N:7]=1.[SH:28][CH2:29][C:30]([NH:32][C:33]1[CH:38]=[CH:37][CH:36]=[CH:35][CH:34]=1)=[O:31], predict the reaction product. The product is: [CH2:11]([C:9]1[S:8][C:6]2[N:7]=[C:2]([S:28][CH2:29][C:30]([NH:32][C:33]3[CH:38]=[CH:37][CH:36]=[CH:35][CH:34]=3)=[O:31])[N:3]=[C:4]([N:13]3[CH2:18][CH2:17][N:16]([C:19](=[O:27])[CH2:20][C:21]4[CH:26]=[CH:25][CH:24]=[CH:23][CH:22]=4)[CH2:15][CH2:14]3)[C:5]=2[CH:10]=1)[CH3:12].